Dataset: CYP3A4 inhibition data for predicting drug metabolism from PubChem BioAssay. Task: Regression/Classification. Given a drug SMILES string, predict its absorption, distribution, metabolism, or excretion properties. Task type varies by dataset: regression for continuous measurements (e.g., permeability, clearance, half-life) or binary classification for categorical outcomes (e.g., BBB penetration, CYP inhibition). Dataset: cyp3a4_veith. The molecule is CC[C@H](Cc1c(I)cc(I)c(N)c1I)C(=O)O. The result is 0 (non-inhibitor).